From a dataset of Reaction yield outcomes from USPTO patents with 853,638 reactions. Predict the reaction yield, written as a fraction of the theoretical maximum amount of product (1.0 means a 100% yield; for example, 0.34 means a 34% yield). (1) The product is [OH:1][C@@H:2]1[CH2:7][CH2:6][CH2:5][CH2:4][C@:3]1([CH3:21])[C:8]([OH:10])=[O:9]. The yield is 0.740. The catalyst is C1COCC1.CO.[OH-].[Li+]. The reactants are [OH:1][C@@H:2]1[CH2:7][CH2:6][CH2:5][CH2:4][C@:3]1([CH3:21])[C:8]([O:10]CCN(C)C1C=CC=CN=1)=[O:9].O.Cl. (2) The reactants are [SH:1][C:2]1[NH:3][C:4]2[CH:10]=[C:9]([Cl:11])[C:8]([F:12])=[CH:7][C:5]=2[N:6]=1.[H-].[Na+].[N+]([C:18]1[O:22][C:21]([CH:23]=[O:24])=[CH:20][CH:19]=1)([O-])=O. The catalyst is O1CCCC1. The product is [Cl:11][C:9]1[C:8]([F:12])=[CH:7][C:5]2[N:6]=[C:2]([S:1][C:18]3[O:22][C:21]([CH:23]=[O:24])=[CH:20][CH:19]=3)[NH:3][C:4]=2[CH:10]=1. The yield is 0.210. (3) The reactants are FC(F)(F)C(O)=O.[NH2:8][CH2:9][C:10]1[N:15]=[C:14]([C:16]2[S:17][C:18]3[CH:26]=[CH:25][CH:24]=[CH:23][C:19]=3[C:20](=[O:22])[N:21]=2)[CH:13]=[CH:12][CH:11]=1.[C:27](Cl)(=[O:30])[CH2:28][CH3:29].C(OCC)(=O)C.O. The catalyst is CN(C)C(=O)C. The product is [O:22]=[C:20]1[C:19]2[CH:23]=[CH:24][CH:25]=[CH:26][C:18]=2[S:17][C:16]([C:14]2[N:15]=[C:10]([CH2:9][NH:8][C:27](=[O:30])[CH2:28][CH3:29])[CH:11]=[CH:12][CH:13]=2)=[N:21]1. The yield is 0.530. (4) The reactants are [NH2:1][C:2]1[CH:3]=[C:4]([CH:8]([NH:13][C:14]2[C:23]3[C:18](=[C:19]([C:24]([NH2:26])=[O:25])[CH:20]=[CH:21][CH:22]=3)[N:17]=[CH:16][N:15]=2)[CH2:9][CH2:10][O:11][CH3:12])[CH:5]=[CH:6][CH:7]=1.Cl.CN(C)CCCN=C=NCC.N1(O)C2C=CC=CC=2N=N1.[F:49][C:50]([F:62])([F:61])[O:51][C:52]1[CH:60]=[CH:59][C:55]([C:56](O)=[O:57])=[CH:54][CH:53]=1.C(N(C(C)C)C(C)C)C. The catalyst is CN(C=O)C. The product is [CH3:12][O:11][CH2:10][CH2:9][CH:8]([NH:13][C:14]1[C:23]2[C:18](=[C:19]([C:24]([NH2:26])=[O:25])[CH:20]=[CH:21][CH:22]=2)[N:17]=[CH:16][N:15]=1)[C:4]1[CH:5]=[CH:6][CH:7]=[C:2]([NH:1][C:56](=[O:57])[C:55]2[CH:59]=[CH:60][C:52]([O:51][C:50]([F:49])([F:61])[F:62])=[CH:53][CH:54]=2)[CH:3]=1. The yield is 0.340. (5) No catalyst specified. The product is [CH3:24][CH:25]([CH2:28][CH2:29][CH3:30])[C:26]#[C:27][C:2]1[CH:23]=[CH:22][C:5]([C:6]([NH:8][S:9]([C:12]2[CH:17]=[CH:16][CH:15]=[CH:14][C:13]=2[S:18](=[O:21])(=[O:20])[NH2:19])(=[O:11])=[O:10])=[O:7])=[CH:4][CH:3]=1. The reactants are I[C:2]1[CH:23]=[CH:22][C:5]([C:6]([NH:8][S:9]([C:12]2[CH:17]=[CH:16][CH:15]=[CH:14][C:13]=2[S:18](=[O:21])(=[O:20])[NH2:19])(=[O:11])=[O:10])=[O:7])=[CH:4][CH:3]=1.[CH3:24][CH:25]([CH2:28][CH2:29][CH3:30])[C:26]#[CH:27]. The yield is 0.410. (6) The reactants are [Cl:1][C:2]1[CH:3]=[CH:4][C:5]([C:8]#[N:9])=[N:6][CH:7]=1.[CH3:10][Sn:11](Cl)([CH3:13])[CH3:12].[Li+].CC([N-]C(C)C)C.[Cl-].[NH4+]. The catalyst is C1COCC1. The product is [Cl:1][C:2]1[C:3]([Sn:11]([CH3:13])([CH3:12])[CH3:10])=[CH:4][C:5]([C:8]#[N:9])=[N:6][CH:7]=1. The yield is 0.310. (7) The reactants are [NH2:1][C:2]1[N:7]=[C:6]([NH2:8])[C:5]([O:9][C:10]2[C:15]([CH:16]([CH3:18])[CH3:17])=[CH:14][C:13]([OH:19])=[C:12]([I:20])[CH:11]=2)=[CH:4][N:3]=1.C(=O)([O-])[O-].[K+].[K+].[CH2:27](Cl)[C:28]#[CH:29]. The catalyst is CN(C)C=O. The product is [I:20][C:12]1[C:13]([O:19][CH2:29][C:28]#[CH:27])=[CH:14][C:15]([CH:16]([CH3:18])[CH3:17])=[C:10]([CH:11]=1)[O:9][C:5]1[C:6]([NH2:8])=[N:7][C:2]([NH2:1])=[N:3][CH:4]=1. The yield is 0.710.